This data is from Experimentally validated miRNA-target interactions with 360,000+ pairs, plus equal number of negative samples. The task is: Binary Classification. Given a miRNA mature sequence and a target amino acid sequence, predict their likelihood of interaction. (1) The miRNA is hsa-miR-4421 with sequence ACCUGUCUGUGGAAAGGAGCUA. The protein sequence of the target gene is MRWAAATLRGKARPRGRAGVTTPAPGNRTGTCAKLRLPPQATFQVLRGNGASVGTVLMFRCPSNHQMVGSGLLTCTWKGSIAEWSSGSPVCKLVPPHETFGFKVAVIASIVSCAIILLMSMAFLTCCLLKCVKKSKRRRSNRSAQLWSQLKDEDLETVQAAYLGLKHFNKPVSGPSQAHDNHSFTTDHGESTSKLASVTRSVDKDPGIPRALSLSGSSSSPQAQVMVHMANPRQPLPASGLATGMPQQPAAYALG. Result: 0 (no interaction). (2) The miRNA is hsa-miR-4750-3p with sequence CCUGACCCACCCCCUCCCGCAG. The protein sequence of the target gene is MAIDRRREAAGSGAGRQPAPAEENGSLPPGDAAASAPLGGRAGSGSSAEIQPLPALHPSGGPHSSCCAATAAPSLLLLDYDGSVLPFLGGLGGGYQKTLVVLTWIPALFIGFSQFSDSFLLDQPDFWCRGAGKGTELAGATVTGRWGDMGNWTSPSATPFSTASWGTTSNRSNSSDTPPLPSPPGKGNNDSNCDCHAWDYGIRTGLIQNVVSKWDLVCDNTWKVHIAKFSLLVGLIFGYLITGCIADWVGRRPVLLFSTIFILIFGLTVALSVNVTMFSTLRFFEGFCLAGIILTLYALR.... Result: 0 (no interaction). (3) The protein sequence of the target gene is MTTFKEAMTFKDVAVVFTEEELGLLDLAQRKLYRDVMLENFRNLLSVGHQAFHRDTFHFLREEKIWMMKTAIQREGNSGDKIQTEMETVSEAGTHQEWSFQQIWEKIASDLTRSQDLMINSSQFSKEGDFPCQTEAGLSVIHTRQKSSQGNGYKPSFSDVSHFDFHQQLHSGEKSHTCDECGKNFCYISALRIHQRVHMGEKCYKCDVCGKEFSQSSHLQTHQRVHTGEKPFKCVECGKGFSRRSALNVHHKLHTGEKPYNCEECGKAFIHDSQLQEHQRIHTGEKPFKCDICGKSFCGR.... Result: 1 (interaction). The miRNA is hsa-miR-130b-3p with sequence CAGUGCAAUGAUGAAAGGGCAU.